Dataset: Catalyst prediction with 721,799 reactions and 888 catalyst types from USPTO. Task: Predict which catalyst facilitates the given reaction. (1) Reactant: [CH2:1]([N:8]1[CH2:13][C@H:12]([O:14][Si:15]([C:18]([CH3:21])([CH3:20])[CH3:19])([CH3:17])[CH3:16])[CH2:11][C@H:10]([O:22]C(=O)C2C=CC=CC=2)[CH2:9]1)[C:2]1[CH:7]=[CH:6][CH:5]=[CH:4][CH:3]=1. Product: [CH2:1]([N:8]1[CH2:13][C@H:12]([O:14][Si:15]([C:18]([CH3:20])([CH3:19])[CH3:21])([CH3:16])[CH3:17])[CH2:11][C@H:10]([OH:22])[CH2:9]1)[C:2]1[CH:3]=[CH:4][CH:5]=[CH:6][CH:7]=1. The catalyst class is: 758. (2) Reactant: [C:1]([O:5][C:6]([N:8]1[CH2:13][CH2:12][CH:11]([OH:14])[CH2:10][CH2:9]1)=[O:7])([CH3:4])([CH3:3])[CH3:2].[Si:15](Cl)([C:28]([CH3:31])([CH3:30])[CH3:29])([C:22]1[CH:27]=[CH:26][CH:25]=[CH:24][CH:23]=1)[C:16]1[CH:21]=[CH:20][CH:19]=[CH:18][CH:17]=1.N1C=CN=C1. Product: [C:1]([O:5][C:6]([N:8]1[CH2:13][CH2:12][CH:11]([O:14][Si:15]([C:28]([CH3:31])([CH3:30])[CH3:29])([C:22]2[CH:23]=[CH:24][CH:25]=[CH:26][CH:27]=2)[C:16]2[CH:21]=[CH:20][CH:19]=[CH:18][CH:17]=2)[CH2:10][CH2:9]1)=[O:7])([CH3:4])([CH3:2])[CH3:3]. The catalyst class is: 163. (3) Product: [Cl:33][C:30]1[CH:29]=[CH:28][C:27]([O:26][C:23]2[CH:24]=[CH:25][C:20]([N:19]3[CH:15]([C:12]4[CH:13]=[CH:14][CH:9]=[C:10]([C:35]([F:36])([F:37])[F:38])[CH:11]=4)[CH2:16][CH2:17][C:18]3=[O:34])=[CH:21][CH:22]=2)=[CH:32][CH:31]=1. Reactant: N(OC(C)(C)C)=O.N[C:9]1[CH:14]=[CH:13][C:12]([CH:15]2[N:19]([C:20]3[CH:25]=[CH:24][C:23]([O:26][C:27]4[CH:32]=[CH:31][C:30]([Cl:33])=[CH:29][CH:28]=4)=[CH:22][CH:21]=3)[C:18](=[O:34])[CH2:17][CH2:16]2)=[CH:11][C:10]=1[C:35]([F:38])([F:37])[F:36].Cl. The catalyst class is: 3. (4) Reactant: [Si]([O:8][C:9]1[C:17]2[C:12](=[CH:13][CH:14]=[CH:15][CH:16]=2)[N:11](C(OC(C)(C)C)=O)[C:10]=1[C:25](=O)[C:26]([O:28]C)=O)(C(C)(C)C)(C)C.[C:31]1([NH2:38])[CH:36]=[CH:35][CH:34]=[CH:33][C:32]=1[NH2:37]. Product: [OH:8][C:9]1[C:17]2[C:12](=[CH:13][CH:14]=[CH:15][CH:16]=2)[NH:11][C:10]=1[C:25]1[C:26](=[O:28])[NH:37][C:32]2[C:31]([N:38]=1)=[CH:36][CH:35]=[CH:34][CH:33]=2. The catalyst class is: 52. (5) Reactant: [Si:1]([O:8][C:9]1[C:10]([F:18])=[C:11]([CH:14]=[C:15]([F:17])[CH:16]=1)[CH:12]=[O:13])([C:4]([CH3:7])([CH3:6])[CH3:5])([CH3:3])[CH3:2].[CH2:19]([Mg]Br)[CH3:20]. Product: [Si:1]([O:8][C:9]1[C:10]([F:18])=[C:11]([CH:12]([OH:13])[CH2:19][CH3:20])[CH:14]=[C:15]([F:17])[CH:16]=1)([C:4]([CH3:7])([CH3:6])[CH3:5])([CH3:3])[CH3:2]. The catalyst class is: 1.